From a dataset of Full USPTO retrosynthesis dataset with 1.9M reactions from patents (1976-2016). Predict the reactants needed to synthesize the given product. (1) Given the product [C:1]([C:5]1[CH:10]=[CH:9][C:8]([S:11]([NH:21][C:19]2[N:18]([C:22]3[C:31]4[C:26](=[CH:27][CH:28]=[CH:29][CH:30]=4)[N:25]=[CH:24][N:23]=3)[N:17]=[C:16]([CH3:15])[CH:20]=2)(=[O:13])=[O:12])=[CH:7][CH:6]=1)([CH3:4])([CH3:3])[CH3:2], predict the reactants needed to synthesize it. The reactants are: [C:1]([C:5]1[CH:10]=[CH:9][C:8]([S:11](Cl)(=[O:13])=[O:12])=[CH:7][CH:6]=1)([CH3:4])([CH3:3])[CH3:2].[CH3:15][C:16]1[CH:20]=[C:19]([NH2:21])[N:18]([C:22]2[C:31]3[C:26](=[CH:27][CH:28]=[CH:29][CH:30]=3)[N:25]=[CH:24][N:23]=2)[N:17]=1.ClCCl. (2) Given the product [CH3:11][C:9]1[CH:8]=[CH:7][C:5]2[N:6]3[CH2:21][CH2:20][CH2:19][S:1][C:2]3=[N:3][C:4]=2[CH:10]=1, predict the reactants needed to synthesize it. The reactants are: [SH:1][C:2]1[NH:3][C:4]2[CH:10]=[C:9]([CH3:11])[CH:8]=[CH:7][C:5]=2[N:6]=1.C(=O)([O-])[O-].[K+].[K+].I[CH2:19][CH2:20][CH2:21]I. (3) Given the product [CH3:10][C:9]1[CH2:11][CH2:12][CH:2]([C:1]([O:5][CH2:6][CH3:7])=[O:4])[CH2:3][CH:8]=1, predict the reactants needed to synthesize it. The reactants are: [C:1]([O:5][CH2:6][CH3:7])(=[O:4])[CH:2]=[CH2:3].[CH3:8][C:9]([CH:11]=[CH2:12])=[CH2:10].[Al+3].[Cl-].[Cl-].[Cl-]. (4) Given the product [Br:11][CH:5]1[C:4](=[O:9])[C:3]([CH2:1][CH3:2])([CH3:10])[CH2:8][CH2:7][CH2:6]1, predict the reactants needed to synthesize it. The reactants are: [CH2:1]([C:3]1([CH3:10])[CH2:8][CH2:7][CH2:6][CH2:5][C:4]1=[O:9])[CH3:2].[Br:11]C1CC(C(C)C)CCC1=O. (5) Given the product [CH2:26]([OH:30])[CH:27]([OH:29])[CH3:28].[CH3:1][C:2]1[C:3]([CH2:14][S@:15]([C:17]2[NH:18][C:19]3[CH:25]=[CH:24][CH:23]=[CH:22][C:20]=3[N:21]=2)=[O:16])=[N:4][CH:5]=[CH:6][C:7]=1[O:8][CH2:9][C:10]([F:13])([F:11])[F:12], predict the reactants needed to synthesize it. The reactants are: [CH3:1][C:2]1[C:3]([CH2:14][S@:15]([C:17]2[NH:21][C:20]3[CH:22]=[CH:23][CH:24]=[CH:25][C:19]=3[N:18]=2)=[O:16])=[N:4][CH:5]=[CH:6][C:7]=1[O:8][CH2:9][C:10]([F:13])([F:12])[F:11].[CH2:26]([OH:30])[CH:27]([OH:29])[CH3:28].C(N(CC)CC)C.